This data is from Full USPTO retrosynthesis dataset with 1.9M reactions from patents (1976-2016). The task is: Predict the reactants needed to synthesize the given product. Given the product [Br:1][C:2]1[CH:7]=[CH:6][C:5]([N+:8]([O-:10])=[O:9])=[C:4]([CH:3]=1)[NH:13][CH3:12], predict the reactants needed to synthesize it. The reactants are: [Br:1][C:2]1[CH:7]=[CH:6][C:5]([N+:8]([O-:10])=[O:9])=[C:4](F)[CH:3]=1.[CH3:12][NH2:13].